Dataset: Full USPTO retrosynthesis dataset with 1.9M reactions from patents (1976-2016). Task: Predict the reactants needed to synthesize the given product. (1) Given the product [Cl:1][C:2]1[C:3]2[N:4]([C:10]([C:11]([O:13][CH2:14][CH3:15])=[O:12])=[C:16]([CH3:17])[N:8]=2)[CH:5]=[CH:6][N:7]=1, predict the reactants needed to synthesize it. The reactants are: [Cl:1][C:2]1[C:3]([NH2:8])=[N:4][CH:5]=[CH:6][N:7]=1.Cl[CH:10]([C:16](=O)[CH3:17])[C:11]([O:13][CH2:14][CH3:15])=[O:12]. (2) Given the product [F:68][C:65]1[CH:64]=[CH:63][C:62]([CH:49]([NH:48][C:8]([C:7]2[C:2]([OH:1])=[N:3][C:4]([N:11]3[CH:15]=[CH:14][CH:13]=[N:12]3)=[N:5][CH:6]=2)=[O:10])[C:50]2[CH:55]=[CH:54][C:53]([P:56]([CH3:61])(=[O:60])[O:57][CH2:58][CH3:59])=[CH:52][CH:51]=2)=[CH:67][CH:66]=1, predict the reactants needed to synthesize it. The reactants are: [OH:1][C:2]1[C:7]([C:8]([OH:10])=O)=[CH:6][N:5]=[C:4]([N:11]2[CH:15]=[CH:14][CH:13]=[N:12]2)[N:3]=1.CCN(CC)CC.CN(C(ON1N=NC2C=CC=NC1=2)=[N+](C)C)C.F[P-](F)(F)(F)(F)F.Cl.[NH2:48][CH:49]([C:62]1[CH:67]=[CH:66][C:65]([F:68])=[CH:64][CH:63]=1)[C:50]1[CH:55]=[CH:54][C:53]([P:56]([CH3:61])(=[O:60])[O:57][CH2:58][CH3:59])=[CH:52][CH:51]=1. (3) The reactants are: [F:1][C:2]([F:16])([F:15])[C:3]1[CH:4]=[CH:5][C:6]([N:9]2[CH2:14][CH2:13][NH:12][CH2:11][CH2:10]2)=[N:7][CH:8]=1.[CH3:17][S:18]([C:21]1[CH:22]=[CH:23][C:24]([N:30]2[CH2:35][CH2:34][O:33][CH2:32][CH2:31]2)=[C:25]([CH:29]=1)[C:26](O)=[O:27])(=[O:20])=[O:19].CCN=C=NCCCN(C)C. Given the product [CH3:17][S:18]([C:21]1[CH:22]=[CH:23][C:24]([N:30]2[CH2:35][CH2:34][O:33][CH2:32][CH2:31]2)=[C:25]([C:26]([N:12]2[CH2:11][CH2:10][N:9]([C:6]3[CH:5]=[CH:4][C:3]([C:2]([F:1])([F:15])[F:16])=[CH:8][N:7]=3)[CH2:14][CH2:13]2)=[O:27])[CH:29]=1)(=[O:19])=[O:20], predict the reactants needed to synthesize it. (4) Given the product [F:23][C:19]1[CH:18]=[C:17]([C@H:16]2[O:15][C:14](=[O:24])[NH:13][C@@H:12]2[C:8]2[CH:9]=[N:10][CH:11]=[C:6]([C:5]#[C:4][CH:3]3[CH2:53][CH2:52][O:51][CH2:50][CH2:49]3)[CH:7]=2)[CH:22]=[CH:21][CH:20]=1, predict the reactants needed to synthesize it. The reactants are: CN(C)[CH2:3][C:4]#[C:5][C:6]1[CH:7]=[C:8]([C@@H:12]2[C@@H:16]([C:17]3[CH:22]=[CH:21][CH:20]=[C:19]([F:23])[CH:18]=3)[O:15][C:14](=[O:24])[NH:13]2)[CH:9]=[N:10][CH:11]=1.BrC1C=C([C@@H]2[C@@H](C3C=CC=C(F)C=3)OC(=O)N2)C=NC=1.C(C1[CH2:53][CH2:52][O:51][CH2:50][CH2:49]1)#C. (5) Given the product [ClH:1].[Cl:1][C:2]1[C:11]2[C:6](=[CH:7][CH:8]=[CH:9][C:10]=2[NH:12][CH:14]2[CH2:19][CH2:18][CH:17]([NH2:20])[CH2:16][CH2:15]2)[CH:5]=[N:4][CH:3]=1, predict the reactants needed to synthesize it. The reactants are: [Cl:1][C:2]1[C:11]2[C:6](=[CH:7][CH:8]=[CH:9][C:10]=2[NH2:12])[CH:5]=[N:4][CH:3]=1.O=[C:14]1[CH2:19][CH2:18][C:17](C(OC(C)(C)C)=O)([NH2:20])[CH2:16][CH2:15]1.[BH4-].[Na+].C(=O)([O-])O.[Na+]. (6) Given the product [CH3:24][C@H:20]([O:19][C:10]1[N:9]=[C:8]2[C:13]([N:14]=[C:15]([O:16][CH3:17])[N:7]2[CH2:6][CH2:5][CH2:4][CH2:3][CH2:2][N:32]2[CH2:37][CH2:36][CH2:35][CH2:34][CH2:33]2)=[C:12]([NH2:18])[N:11]=1)[CH2:21][CH2:22][CH3:23], predict the reactants needed to synthesize it. The reactants are: Cl[CH2:2][CH2:3][CH2:4][CH2:5][CH2:6][N:7]1[C:15]([O:16][CH3:17])=[N:14][C:13]2[C:8]1=[N:9][C:10]([O:19][C@@H:20]([CH3:24])[CH2:21][CH2:22][CH3:23])=[N:11][C:12]=2[NH2:18].C(N(CC)CC)C.[NH:32]1[CH2:37][CH2:36][CH2:35][CH2:34][CH2:33]1.